This data is from Peptide-MHC class I binding affinity with 185,985 pairs from IEDB/IMGT. The task is: Regression. Given a peptide amino acid sequence and an MHC pseudo amino acid sequence, predict their binding affinity value. This is MHC class I binding data. (1) The peptide sequence is RPRLHSISF. The MHC is HLA-A03:01 with pseudo-sequence HLA-A03:01. The binding affinity (normalized) is 0.0847. (2) The MHC is HLA-A02:02 with pseudo-sequence HLA-A02:02. The binding affinity (normalized) is 0.247. The peptide sequence is DIMTSTRTI. (3) The peptide sequence is AEFKYIAAV. The MHC is HLA-B08:01 with pseudo-sequence HLA-B08:01. The binding affinity (normalized) is 0.408. (4) The peptide sequence is RTTAGLVGL. The MHC is Patr-B0101 with pseudo-sequence Patr-B0101. The binding affinity (normalized) is 0.514. (5) The peptide sequence is FEVLAVEDT. The MHC is HLA-B44:03 with pseudo-sequence HLA-B44:03. The binding affinity (normalized) is 0.121. (6) The peptide sequence is SPGGLDKGL. The MHC is Mamu-A2201 with pseudo-sequence Mamu-A2201. The binding affinity (normalized) is 0.0892.